This data is from Catalyst prediction with 721,799 reactions and 888 catalyst types from USPTO. The task is: Predict which catalyst facilitates the given reaction. (1) Reactant: C(OC(=O)[NH:7][CH2:8][CH:9]1[CH2:14][CH2:13][CH:12]([C:15]2[CH:16]=[C:17]3[C:23]([NH2:24])=[N:22][NH:21][C:18]3=[N:19][CH:20]=2)[CH2:11][CH2:10]1)(C)(C)C.C(Cl)Cl.FC(F)(F)C(O)=O.N. Product: [NH2:7][CH2:8][CH:9]1[CH2:14][CH2:13][CH:12]([C:15]2[CH:16]=[C:17]3[C:23]([NH2:24])=[N:22][NH:21][C:18]3=[N:19][CH:20]=2)[CH2:11][CH2:10]1. The catalyst class is: 5. (2) Reactant: [C:1]1([NH:7][C:8]2[N:12]=[CH:11][N:10]([C:13]3[CH:18]=[CH:17][N:16]=[C:15]([NH2:19])[CH:14]=3)[N:9]=2)[CH:6]=[CH:5][CH:4]=[CH:3][CH:2]=1.CCN(C(C)C)C(C)C.[CH:29]1([CH2:34][C:35](Cl)=[O:36])[CH2:33][CH2:32][CH2:31][CH2:30]1. Product: [CH:29]1([CH2:34][C:35]([NH:19][C:15]2[CH:14]=[C:13]([N:10]3[CH:11]=[N:12][C:8]([NH:7][C:1]4[CH:2]=[CH:3][CH:4]=[CH:5][CH:6]=4)=[N:9]3)[CH:18]=[CH:17][N:16]=2)=[O:36])[CH2:33][CH2:32][CH2:31][CH2:30]1. The catalyst class is: 37. (3) Reactant: [CH2:1]([C:5]1[O:9][N:8]=[C:7]([C:10](F)=[O:11])[C:6]=1[C:13]([F:16])([F:15])[F:14])[CH:2]([CH3:4])[CH3:3].[OH:17][CH:18]([C:31]1[CH:36]=[CH:35][C:34](/[C:37](=[N:39]/O)/[NH2:38])=[CH:33][CH:32]=1)[CH2:19][N:20]1[CH2:25][CH2:24][CH2:23][C@H:22]([C:26]([O:28][CH2:29][CH3:30])=[O:27])[CH2:21]1.CCN(C(C)C)C(C)C. Product: [OH:17][CH:18]([C:31]1[CH:36]=[CH:35][C:34]([C:37]2[N:39]=[C:10]([C:7]3[C:6]([C:13]([F:16])([F:15])[F:14])=[C:5]([CH2:1][CH:2]([CH3:4])[CH3:3])[O:9][N:8]=3)[O:11][N:38]=2)=[CH:33][CH:32]=1)[CH2:19][N:20]1[CH2:25][CH2:24][CH2:23][C@H:22]([C:26]([O:28][CH2:29][CH3:30])=[O:27])[CH2:21]1. The catalyst class is: 245. (4) Reactant: [Cl:1][C:2]1[CH:3]=[C:4]([NH:8][C:9]([N:11]2[CH2:16][CH2:15][N:14]([C:17]([O:19][C:20]([CH3:23])([CH3:22])[CH3:21])=[O:18])[CH2:13][CH:12]2[CH2:24]O)=[O:10])[CH:5]=[CH:6][CH:7]=1.C1(P(C2C=CC=CC=2)C2C=CC=CC=2)C=CC=CC=1.N(C(OCC)=O)=NC(OCC)=O.C1(C)C=CC=CC=1.O. Product: [Cl:1][C:2]1[CH:3]=[C:4]([N:8]2[CH2:24][CH:12]3[CH2:13][N:14]([C:17]([O:19][C:20]([CH3:22])([CH3:21])[CH3:23])=[O:18])[CH2:15][CH2:16][N:11]3[C:9]2=[O:10])[CH:5]=[CH:6][CH:7]=1. The catalyst class is: 9. (5) Reactant: [CH3:1][O:2][C:3]1[CH:11]=[CH:10][C:6]([C:7]([OH:9])=O)=[CH:5][N:4]=1.Cl.[CH3:13][NH:14][O:15][CH3:16].CN(C(ON1N=NC2C=CC=CC1=2)=[N+](C)C)C.F[P-](F)(F)(F)(F)F.C(N(CC)CC)C. Product: [CH3:16][O:15][N:14]([CH3:13])[C:7](=[O:9])[C:6]1[CH:10]=[CH:11][C:3]([O:2][CH3:1])=[N:4][CH:5]=1. The catalyst class is: 139. (6) Reactant: Br[CH:2]([C:4]1[CH:9]=[CH:8][CH:7]=[CH:6][CH:5]=1)[CH3:3].O.[NH2:11][NH2:12]. Product: [C:4]1([CH:2]([NH:11][NH2:12])[CH3:3])[CH:9]=[CH:8][CH:7]=[CH:6][CH:5]=1. The catalyst class is: 1. (7) Reactant: [Cl:1][C:2]1[CH:7]=[CH:6][C:5]([N:8]([C:38](=[O:42])[CH:39]([CH3:41])[CH3:40])[C@H:9]2[C:18]3[C:13](=[CH:14][CH:15]=[CH:16][CH:17]=3)[N:12]([C:19]([C:21]3[CH:36]=[CH:35][C:24]([O:25][CH2:26][CH2:27][C:28]([CH3:34])([CH3:33])[C:29]([O:31]C)=[O:30])=[CH:23][CH:22]=3)=[O:20])[C@@H:11]([CH3:37])[CH2:10]2)=[CH:4][CH:3]=1.[OH-].[Na+]. Product: [Cl:1][C:2]1[CH:3]=[CH:4][C:5]([N:8]([C:38](=[O:42])[CH:39]([CH3:41])[CH3:40])[C@H:9]2[C:18]3[C:13](=[CH:14][CH:15]=[CH:16][CH:17]=3)[N:12]([C:19]([C:21]3[CH:22]=[CH:23][C:24]([O:25][CH2:26][CH2:27][C:28]([CH3:33])([CH3:34])[C:29]([OH:31])=[O:30])=[CH:35][CH:36]=3)=[O:20])[C@@H:11]([CH3:37])[CH2:10]2)=[CH:6][CH:7]=1. The catalyst class is: 364.